From a dataset of Peptide-MHC class II binding affinity with 134,281 pairs from IEDB. Regression. Given a peptide amino acid sequence and an MHC pseudo amino acid sequence, predict their binding affinity value. This is MHC class II binding data. (1) The MHC is DRB1_0101 with pseudo-sequence DRB1_0101. The binding affinity (normalized) is 0.577. The peptide sequence is PEKEVLMWKFDSRLAFHH. (2) The peptide sequence is INKWQVVAPQLPADL. The MHC is HLA-DPA10103-DPB10401 with pseudo-sequence HLA-DPA10103-DPB10401. The binding affinity (normalized) is 0.238. (3) The peptide sequence is ESKHGLTNTASHTRLSCD. The MHC is DRB5_0101 with pseudo-sequence DRB5_0101. The binding affinity (normalized) is 0.659. (4) The peptide sequence is ADYLRMWIQAATVMS. The MHC is HLA-DPA10201-DPB10501 with pseudo-sequence HLA-DPA10201-DPB10501. The binding affinity (normalized) is 0.0563.